This data is from Full USPTO retrosynthesis dataset with 1.9M reactions from patents (1976-2016). The task is: Predict the reactants needed to synthesize the given product. (1) Given the product [OH:46]/[N:41]=[C:39](/[C:5]1[CH:4]=[C:9]([CH3:10])[N:8]([C:11]2[CH:16]=[CH:15][CH:14]=[C:13]([C:17]([F:19])([F:18])[F:20])[CH:12]=2)[C:7](=[O:21])[C:6]=1[C:22]([NH:24][CH2:25][C:26]1[CH:27]=[CH:28][C:29]([S:32]([CH3:35])(=[O:33])=[O:34])=[CH:30][CH:31]=1)=[O:23])\[CH3:40], predict the reactants needed to synthesize it. The reactants are: C([C:4]1[CH:5]=[C:6]([C:22]([NH:24][CH2:25][C:26]2[CH:31]=[CH:30][C:29]([S:32]([CH3:35])(=[O:34])=[O:33])=[CH:28][CH:27]=2)=[O:23])[C:7](=[O:21])[N:8]([C:11]2[CH:16]=[CH:15][CH:14]=[C:13]([C:17]([F:20])([F:19])[F:18])[CH:12]=2)[C:9]=1[CH3:10])(=O)C.Cl.NO.[CH2:39]([N:41](CC)CC)[CH3:40].[O:46]1CCCC1. (2) The reactants are: [CH3:1][O:2][C:3]([C:5]1[CH:16]=[CH:15][C:8]2[S:9][C:10]([C:12]([OH:14])=O)=[CH:11][C:7]=2[CH:6]=1)=[O:4].[C:17]([O:36][NH2:37])([C:30]1[CH:35]=[CH:34][CH:33]=[CH:32][CH:31]=1)([C:24]1[CH:29]=[CH:28][CH:27]=[CH:26][CH:25]=1)[C:18]1[CH:23]=[CH:22][CH:21]=[CH:20][CH:19]=1.C(Cl)CCl.C1C=CC2N(O)N=NC=2C=1.CCN(C(C)C)C(C)C. Given the product [CH3:1][O:2][C:3]([C:5]1[CH:16]=[CH:15][C:8]2[S:9][C:10]([C:12](=[O:14])[NH:37][O:36][C:17]([C:18]3[CH:23]=[CH:22][CH:21]=[CH:20][CH:19]=3)([C:30]3[CH:31]=[CH:32][CH:33]=[CH:34][CH:35]=3)[C:24]3[CH:25]=[CH:26][CH:27]=[CH:28][CH:29]=3)=[CH:11][C:7]=2[CH:6]=1)=[O:4], predict the reactants needed to synthesize it. (3) Given the product [F:45][C:2]([F:44])([F:1])[C:3]1[CH:4]=[C:5]([N:13]([CH3:43])[C:14]([N:16]([CH3:42])[C@H:17]2[C@H:21]([C:22]3[CH:23]=[CH:24][C:25]([F:28])=[CH:26][CH:27]=3)[CH2:20][N:19]([C:29]([C@H:31]3[CH2:32][CH2:33][C@H:34]([N:37]([CH3:46])[S:38]([CH3:41])(=[O:39])=[O:40])[CH2:35][CH2:36]3)=[O:30])[CH2:18]2)=[O:15])[CH:6]=[C:7]([C:9]([F:10])([F:11])[F:12])[CH:8]=1, predict the reactants needed to synthesize it. The reactants are: [F:1][C:2]([F:45])([F:44])[C:3]1[CH:4]=[C:5]([N:13]([CH3:43])[C:14]([N:16]([CH3:42])[C@H:17]2[C@H:21]([C:22]3[CH:27]=[CH:26][C:25]([F:28])=[CH:24][CH:23]=3)[CH2:20][N:19]([C:29]([C@H:31]3[CH2:36][CH2:35][C@H:34]([NH:37][S:38]([CH3:41])(=[O:40])=[O:39])[CH2:33][CH2:32]3)=[O:30])[CH2:18]2)=[O:15])[CH:6]=[C:7]([C:9]([F:12])([F:11])[F:10])[CH:8]=1.[CH3:46]C(C)([O-])C.[K+].CI. (4) Given the product [CH3:12][C:7]1([CH3:13])[C:6]2[CH:14]=[C:2]([C:41]3[CH:42]=[C:43]([CH:46]=[C:47]([F:49])[CH:48]=3)[C:44]#[N:45])[CH:3]=[C:4]([O:15][CH3:16])[C:5]=2[NH:10][C:9](=[O:11])[O:8]1, predict the reactants needed to synthesize it. The reactants are: Br[C:2]1[CH:3]=[C:4]([O:15][CH3:16])[C:5]2[NH:10][C:9](=[O:11])[O:8][C:7]([CH3:13])([CH3:12])[C:6]=2[CH:14]=1.B1(B2OC(C)(C)C(C)(C)O2)OC(C)(C)C(C)(C)O1.C([O-])(=O)C.[K+].Br[C:41]1[CH:42]=[C:43]([CH:46]=[C:47]([F:49])[CH:48]=1)[C:44]#[N:45].C(=O)([O-])[O-].[Na+].[Na+].